From a dataset of Catalyst prediction with 721,799 reactions and 888 catalyst types from USPTO. Predict which catalyst facilitates the given reaction. (1) Reactant: [C:1]([CH2:3][CH2:4][O:5][C@@H:6]1[C@H:11]([NH:12][C:13](=[O:19])[O:14][C:15]([CH3:18])([CH3:17])[CH3:16])[CH:10]=[C:9]([C:20]2[CH:25]=[CH:24][N:23]=[CH:22][C:21]=2[N+:26]([O-])=O)[CH2:8][C@@H:7]1[CH3:29])#[N:2]. Product: [NH2:26][C:21]1[CH:22]=[N:23][CH:24]=[CH:25][C:20]=1[C@@H:9]1[CH2:10][C@H:11]([NH:12][C:13](=[O:19])[O:14][C:15]([CH3:18])([CH3:17])[CH3:16])[C@H:6]([O:5][CH2:4][CH2:3][C:1]#[N:2])[C@H:7]([CH3:29])[CH2:8]1. The catalyst class is: 14. (2) Reactant: [N:1]1[C:10]2[C:5](=[CH:6][CH:7]=[CH:8][CH:9]=2)[CH:4]=[CH:3][C:2]=1[N:11]1[CH2:16][CH2:15][CH:14]([OH:17])[CH2:13][CH2:12]1.[H-].[Na+].[Cl:20][C:21]1[C:26](Cl)=[N:25][CH:24]=[CH:23][N:22]=1. Product: [Cl:20][C:21]1[C:26]([O:17][CH:14]2[CH2:13][CH2:12][N:11]([C:2]3[CH:3]=[CH:4][C:5]4[C:10](=[CH:9][CH:8]=[CH:7][CH:6]=4)[N:1]=3)[CH2:16][CH2:15]2)=[N:25][CH:24]=[CH:23][N:22]=1. The catalyst class is: 18. (3) Reactant: C([O:3][C:4](=O)[C:5]([F:26])([F:25])[CH2:6][N:7]([C:15]1[C:20]([N+:21]([O-])=O)=[CH:19][N:18]=[C:17]([Cl:24])[N:16]=1)[CH2:8][CH2:9][C:10]1[S:11][CH:12]=[CH:13][CH:14]=1)C. Product: [Cl:24][C:17]1[N:18]=[CH:19][C:20]2[NH:21][C:4](=[O:3])[C:5]([F:26])([F:25])[CH2:6][N:7]([CH2:8][CH2:9][C:10]3[S:11][CH:12]=[CH:13][CH:14]=3)[C:15]=2[N:16]=1. The catalyst class is: 180.